Dataset: Full USPTO retrosynthesis dataset with 1.9M reactions from patents (1976-2016). Task: Predict the reactants needed to synthesize the given product. (1) Given the product [CH2:1]([C@H:5]1[C@@H:6]([NH2:16])[CH2:7][CH2:8][C@@H:9]([N:11]([CH:13]([CH3:14])[CH3:15])[CH3:12])[CH2:10]1)[CH2:2][CH2:3][CH3:4], predict the reactants needed to synthesize it. The reactants are: [CH:1](/[C@@H:5]1[CH2:10][C@H:9]([N:11]([CH:13]([CH3:15])[CH3:14])[CH3:12])[CH2:8][CH2:7][C@@H:6]1[NH:16]C(=O)OCC1C=CC=CC=1)=[CH:2]/[CH2:3][CH3:4]. (2) Given the product [CH2:1]([O:3][C:4]([C:5]1[C:10]([NH2:11])=[CH:9][CH:8]=[C:7]2[C:6]=1[NH:19][CH:15]=[CH:14]2)=[O:22])[CH3:2], predict the reactants needed to synthesize it. The reactants are: [CH2:1]([O:3][C:4](=[O:22])[C:5]1[C:10]([N+:11]([O-])=O)=[CH:9][CH:8]=[C:7]([CH:14]=[CH:15]N(C)C)[C:6]=1[N+:19]([O-])=O)[CH3:2]. (3) Given the product [Cl:1][C:2]1[N:3]=[C:4]([NH:41][CH2:40][CH2:39][CH2:38][O:37][C:36]2[CH:42]=[C:43]([N+:46]([O-:48])=[O:47])[CH:44]=[CH:45][C:35]=2[N:32]2[CH:33]=[N:34][C:30]([CH3:29])=[N:31]2)[C:5]2[CH2:10][CH2:9][CH:8]([C:11]3[CH:16]=[CH:15][C:14]([F:17])=[CH:13][C:12]=3[F:18])[C:6]=2[N:7]=1, predict the reactants needed to synthesize it. The reactants are: [Cl:1][C:2]1[N:3]=[C:4](Cl)[C:5]2[CH2:10][CH2:9][CH:8]([C:11]3[CH:16]=[CH:15][C:14]([F:17])=[CH:13][C:12]=3[F:18])[C:6]=2[N:7]=1.C(N(C(C)C)CC)(C)C.[CH3:29][C:30]1[N:34]=[CH:33][N:32]([C:35]2[CH:45]=[CH:44][C:43]([N+:46]([O-:48])=[O:47])=[CH:42][C:36]=2[O:37][CH2:38][CH2:39][CH2:40][NH2:41])[N:31]=1. (4) Given the product [CH2:1]([O:3][C:4]([C:6]1[C:15]([NH2:16])=[CH:14][C:13]2[C:8](=[C:9]([O:19][CH3:20])[CH:10]=[CH:11][CH:12]=2)[CH:7]=1)=[O:5])[CH3:2], predict the reactants needed to synthesize it. The reactants are: [CH2:1]([O:3][C:4]([C:6]1[C:15]([N+:16]([O-])=O)=[CH:14][C:13]2[C:8](=[C:9]([O:19][CH3:20])[CH:10]=[CH:11][CH:12]=2)[CH:7]=1)=[O:5])[CH3:2].[H][H]. (5) Given the product [CH3:16][N:17]1[CH2:22][CH2:21][N:20]([CH:11]2[CH2:10][CH2:9][C:8]3[CH:15]=[C:4]([N+:1]([O-:3])=[O:2])[CH:5]=[CH:6][C:7]=3[CH2:13][CH2:12]2)[CH2:19][CH2:18]1, predict the reactants needed to synthesize it. The reactants are: [N+:1]([C:4]1[CH:5]=[CH:6][C:7]2[CH2:13][CH2:12][C:11](=O)[CH2:10][CH2:9][C:8]=2[CH:15]=1)([O-:3])=[O:2].[CH3:16][N:17]1[CH2:22][CH2:21][NH:20][CH2:19][CH2:18]1. (6) Given the product [C:1]1([C:7](=[N:18][O:19][CH:20]2[CH2:25][CH2:24][CH2:23][N:22]([C:26]([O:28][C:29]([CH3:32])([CH3:31])[CH3:30])=[O:27])[CH2:21]2)[C:9]2[NH:17][C:12]3=[CH:13][N:14]=[CH:15][CH:16]=[C:11]3[CH:10]=2)[CH:6]=[CH:5][CH:4]=[CH:3][CH:2]=1, predict the reactants needed to synthesize it. The reactants are: [C:1]1([C:7]([C:9]2[NH:17][C:12]3=[CH:13][N:14]=[CH:15][CH:16]=[C:11]3[CH:10]=2)=O)[CH:6]=[CH:5][CH:4]=[CH:3][CH:2]=1.[NH2:18][O:19][CH:20]1[CH2:25][CH2:24][CH2:23][N:22]([C:26]([O:28][C:29]([CH3:32])([CH3:31])[CH3:30])=[O:27])[CH2:21]1. (7) The reactants are: [C:1]1([C:9]2[CH:14]=[CH:13][CH:12]=[CH:11][CH:10]=2)[CH:6]=[CH:5][C:4]([CH:7]=O)=[CH:3][CH:2]=1.FC(F)(F)C([O-])=O.[C:22]([C:25]1[C:26]([NH:39][C:40]2[CH:45]=[CH:44][CH:43]=[CH:42][CH:41]=2)=[N:27][N:28]([C:30]2([CH2:36][C:37]#[N:38])[CH2:35][CH2:34][NH2+:33][CH2:32][CH2:31]2)[CH:29]=1)(=[O:24])[NH2:23].C(O)(C(F)(F)F)=O. Given the product [C:1]1([C:9]2[CH:14]=[CH:13][CH:12]=[CH:11][CH:10]=2)[CH:6]=[CH:5][C:4]([CH2:7][N:33]2[CH2:34][CH2:35][C:30]([N:28]3[CH:29]=[C:25]([C:22]([NH2:23])=[O:24])[C:26]([NH:39][C:40]4[CH:45]=[CH:44][CH:43]=[CH:42][CH:41]=4)=[N:27]3)([CH2:36][C:37]#[N:38])[CH2:31][CH2:32]2)=[CH:3][CH:2]=1, predict the reactants needed to synthesize it. (8) The reactants are: [CH2:1]([O:8][C:9]1[CH:16]=[CH:15][C:12]([CH:13]=[O:14])=[C:11]([OH:17])[CH:10]=1)[C:2]1[CH:7]=[CH:6][CH:5]=[CH:4][CH:3]=1.[Br:18]N1C(=O)CCC1=O. Given the product [CH2:1]([O:8][C:9]1[C:16]([Br:18])=[CH:15][C:12]([CH:13]=[O:14])=[C:11]([OH:17])[CH:10]=1)[C:2]1[CH:3]=[CH:4][CH:5]=[CH:6][CH:7]=1, predict the reactants needed to synthesize it. (9) Given the product [CH3:9][O:8][C:5]1[CH:6]=[CH:7][C:2]2[N:19]([C:13]3[CH:18]=[CH:17][CH:16]=[CH:15][CH:14]=3)[C:20]([CH3:21])=[N:10][C:3]=2[CH:4]=1, predict the reactants needed to synthesize it. The reactants are: I[C:2]1[CH:7]=[CH:6][C:5]([O:8][CH3:9])=[CH:4][C:3]=1[N+:10]([O-])=O.[C:13]1([NH:19][C:20](=O)[CH3:21])[CH:18]=[CH:17][CH:16]=[CH:15][CH:14]=1. (10) Given the product [ClH:67].[F:15][C:16]([F:32])([F:33])[O:17][C:18]1[CH:31]=[CH:30][C:21]([O:22][C:23]2[CH:28]=[CH:27][C:26]([O:14][CH:11]3[CH2:10][CH2:9][NH:8][CH2:13][CH2:12]3)=[CH:25][CH:24]=2)=[CH:20][CH:19]=1, predict the reactants needed to synthesize it. The reactants are: C(OC([N:8]1[CH2:13][CH2:12][CH:11]([OH:14])[CH2:10][CH2:9]1)=O)(C)(C)C.[F:15][C:16]([F:33])([F:32])[O:17][C:18]1[CH:31]=[CH:30][C:21]([O:22][C:23]2[CH:28]=[CH:27][C:26](O)=[CH:25][CH:24]=2)=[CH:20][CH:19]=1.C1(P(C2C=CC=CC=2)C2C=CC=CC=2)C=CC=CC=1.CC(OC(/N=N/C(OC(C)C)=O)=O)C.[ClH:67].